Dataset: Full USPTO retrosynthesis dataset with 1.9M reactions from patents (1976-2016). Task: Predict the reactants needed to synthesize the given product. (1) Given the product [Cl:11][C:5]1[CH:4]=[CH:3][C:2]([NH:1][C:18]([CH:12]2[CH2:17][CH2:16][CH2:15][CH2:14][CH2:13]2)=[O:19])=[CH:10][C:6]=1[C:7]([OH:9])=[O:8], predict the reactants needed to synthesize it. The reactants are: [NH2:1][C:2]1[CH:3]=[CH:4][C:5]([Cl:11])=[C:6]([CH:10]=1)[C:7]([OH:9])=[O:8].[CH:12]1([C:18](Cl)=[O:19])[CH2:17][CH2:16][CH2:15][CH2:14][CH2:13]1. (2) Given the product [N:1]1[CH:2]=[CH:3][C:4]([C:7]2[N:8]=[C:9]([CH2:12][NH:13][C:19]([C:15]3[S:14][CH:18]=[CH:17][CH:16]=3)=[O:20])[NH:10][CH:11]=2)=[CH:5][CH:6]=1, predict the reactants needed to synthesize it. The reactants are: [N:1]1[CH:6]=[CH:5][C:4]([C:7]2[N:8]=[C:9]([CH2:12][NH2:13])[NH:10][CH:11]=2)=[CH:3][CH:2]=1.[S:14]1[CH:18]=[CH:17][CH:16]=[C:15]1[C:19](O)=[O:20].CCN(CC)CC.CN(C(ON1N=NC2C=CC=NC1=2)=[N+](C)C)C.F[P-](F)(F)(F)(F)F. (3) Given the product [C:7]([N:11]1[C:23](=[O:24])[C:22]([OH:28])=[C:15]([C:16]2[CH:21]=[CH:20][CH:19]=[CH:18][CH:17]=2)[S:12]1(=[O:14])=[O:13])([CH3:10])([CH3:8])[CH3:9], predict the reactants needed to synthesize it. The reactants are: CC(C)([O-])C.[K+].[C:7]([NH:11][S:12]([CH2:15][C:16]1[CH:21]=[CH:20][CH:19]=[CH:18][CH:17]=1)(=[O:14])=[O:13])([CH3:10])([CH3:9])[CH3:8].[C:22](OCC)(=[O:28])[C:23](OCC)=[O:24].Cl. (4) Given the product [Cl:1][C:2]1[C:7](=[O:8])[N:6]([CH3:9])[CH:5]=[C:4]([NH:10][CH:11]([C:35]2[CH:40]=[CH:39][C:38]([Cl:41])=[CH:37][C:36]=2[F:42])[C:12]2[C:13]([C:30]([OH:32])=[O:31])=[N:14][N:15]([C:20]3[C:21]([O:28][CH3:29])=[N:22][C:23]([O:26][CH3:27])=[N:24][CH:25]=3)[C:16]=2[CH:17]([CH3:18])[CH3:19])[CH:3]=1, predict the reactants needed to synthesize it. The reactants are: [Cl:1][C:2]1[C:7](=[O:8])[N:6]([CH3:9])[CH:5]=[C:4]([NH:10][CH:11]([C:35]2[CH:40]=[CH:39][C:38]([Cl:41])=[CH:37][C:36]=2[F:42])[C:12]2[C:13]([C:30]([O:32]CC)=[O:31])=[N:14][N:15]([C:20]3[C:21]([O:28][CH3:29])=[N:22][C:23]([O:26][CH3:27])=[N:24][CH:25]=3)[C:16]=2[CH:17]([CH3:19])[CH3:18])[CH:3]=1.[OH-].[Na+]. (5) Given the product [Br:1][C:2]1[CH:7]=[CH:6][C:5]([C:8]2[C:12]3[CH:13]=[CH:14][C:15]([C:36]#[C:35][CH2:34][CH2:33][CH2:32][OH:37])=[CH:16][C:11]=3[S:10][N:9]=2)=[CH:4][CH:3]=1, predict the reactants needed to synthesize it. The reactants are: [Br:1][C:2]1[CH:7]=[CH:6][C:5]([C:8]2[C:12]3[CH:13]=[CH:14][C:15](OS(C(F)(F)F)(=O)=O)=[CH:16][C:11]=3[S:10][N:9]=2)=[CH:4][CH:3]=1.C1(C)C=CC=CC=1.[CH2:32]([OH:37])[CH2:33][CH2:34][C:35]#[CH:36].C(N(CC)CC)C. (6) Given the product [CH3:1][O:2][C:3]1[CH:8]=[CH:7][C:6]([C:13]2[C:22]3[C:17](=[CH:18][CH:19]=[CH:20][CH:21]=3)[CH:16]=[CH:15][C:14]=2[C:23]([OH:25])=[O:24])=[CH:5][CH:4]=1, predict the reactants needed to synthesize it. The reactants are: [CH3:1][O:2][C:3]1[CH:8]=[CH:7][C:6]([Mg]Br)=[CH:5][CH:4]=1.CO[C:13]1[C:22]2[C:17](=[CH:18][CH:19]=[CH:20][CH:21]=2)[CH:16]=[CH:15][C:14]=1[C:23]([OH:25])=[O:24].O.Cl. (7) Given the product [Cl:1][C:2]1[CH:11]=[C:10]2[C:5]([CH:6]=[CH:7][C:8]([CH3:12])=[N:9]2)=[C:4]([N:13]2[CH2:14][CH2:15][N:16]([CH2:20][CH2:21][C:22]3[CH:23]=[CH:24][C:25]4[O:30][CH2:29][C:28](=[O:31])[N:27]([CH3:32])[C:26]=4[CH:33]=3)[CH2:17][CH2:18]2)[CH:3]=1, predict the reactants needed to synthesize it. The reactants are: [Cl:1][C:2]1[CH:11]=[C:10]2[C:5]([CH:6]=[CH:7][C:8]([CH3:12])=[N:9]2)=[C:4]([N:13]2[CH2:18][CH2:17][NH:16][CH2:15][CH2:14]2)[CH:3]=1.Cl[CH2:20][CH2:21][C:22]1[CH:23]=[CH:24][C:25]2[O:30][CH2:29][C:28](=[O:31])[N:27]([CH3:32])[C:26]=2[CH:33]=1. (8) The reactants are: [NH:1]1[CH2:6][CH2:5][O:4][C@@H:3]([C:7]2[CH:12]=[CH:11][C:10]([NH:13][C:14](=[O:16])[CH3:15])=[CH:9][CH:8]=2)[CH2:2]1.Cl[C:18]1[N:19]([CH3:31])[C:20](=[O:30])[CH:21]=[C:22]([C:24]2[CH:29]=[CH:28][N:27]=[CH:26][CH:25]=2)[N:23]=1.C(N(CC)CC)C. Given the product [CH3:31][N:19]1[C:20](=[O:30])[CH:21]=[C:22]([C:24]2[CH:29]=[CH:28][N:27]=[CH:26][CH:25]=2)[N:23]=[C:18]1[N:1]1[CH2:6][CH2:5][O:4][C@@H:3]([C:7]2[CH:8]=[CH:9][C:10]([NH:13][C:14](=[O:16])[CH3:15])=[CH:11][CH:12]=2)[CH2:2]1, predict the reactants needed to synthesize it. (9) Given the product [Br:1][C:2]1[CH:7]=[CH:6][CH:5]=[CH:4][C:3]=1[C:8]1[C:17]2[C:12](=[CH:13][CH:14]=[CH:15][CH:16]=2)[CH:11]=[CH:10][N:9]=1, predict the reactants needed to synthesize it. The reactants are: [Br:1][C:2]1[CH:7]=[CH:6][CH:5]=[CH:4][C:3]=1[C:8]1[C:17]2[C:12](=[CH:13][CH:14]=[CH:15][CH:16]=2)[CH2:11][CH2:10][N:9]=1.ClC1C=CC=CC=1Cl. (10) Given the product [CH3:35][C:36]1([CH3:44])[O:40][C@H:39]([C:41]([N:12]2[CH2:11][CH:10]=[C:9]([C:8]3[C:7]([F:15])=[CH:6][C:5]([N:16]4[CH2:20][C@H:19]([CH2:21][N:22]5[CH:26]=[C:25]([CH3:27])[N:24]=[N:23]5)[O:18][C:17]4=[O:28])=[CH:4][C:3]=3[F:2])[CH2:14][CH2:13]2)=[O:42])[CH2:38][O:37]1, predict the reactants needed to synthesize it. The reactants are: Cl.[F:2][C:3]1[CH:4]=[C:5]([N:16]2[CH2:20][C@H:19]([CH2:21][N:22]3[CH:26]=[C:25]([CH3:27])[N:24]=[N:23]3)[O:18][C:17]2=[O:28])[CH:6]=[C:7]([F:15])[C:8]=1[C:9]1[CH2:10][CH2:11][NH:12][CH2:13][CH:14]=1.N1C=CC=CC=1.[CH3:35][C:36]1([CH3:44])[O:40][C@H:39]([C:41](Cl)=[O:42])[CH2:38][O:37]1.O.